From a dataset of Catalyst prediction with 721,799 reactions and 888 catalyst types from USPTO. Predict which catalyst facilitates the given reaction. (1) Reactant: Cl.[CH3:2][O:3][C:4](=[O:13])[CH2:5][CH2:6][CH2:7][CH2:8][CH2:9][CH2:10][CH2:11][NH2:12].C(N(CC)CC)C.[C:21]([N:29]=[C:30]=[O:31])(=[O:28])[C:22]1[CH:27]=[CH:26][CH:25]=[CH:24][CH:23]=1. Product: [CH3:2][O:3][C:4](=[O:13])[CH2:5][CH2:6][CH2:7][CH2:8][CH2:9][CH2:10][CH2:11][NH:12][C:30]([NH:29][C:21](=[O:28])[C:22]1[CH:23]=[CH:24][CH:25]=[CH:26][CH:27]=1)=[O:31]. The catalyst class is: 79. (2) Reactant: [O:1]=[C:2]([C:6]1[CH:11]=[C:10]([O:12][CH3:13])[C:9]([O:14][CH3:15])=[C:8]([O:16][CH3:17])[CH:7]=1)[C:3]([OH:5])=O.CN(C(ON1N=NC2C=CC=NC1=2)=[N+](C)C)C.F[P-](F)(F)(F)(F)F.CCN(C(C)C)C(C)C.[NH2:51][C:52]12[C:70](=[O:71])[C:69]3[C:64](=[CH:65][CH:66]=[CH:67][CH:68]=3)[C:53]1([OH:72])[O:54][C:55]1[CH:60]=[C:59]([CH:61]([CH3:63])[CH3:62])[CH:58]=[CH:57][C:56]=12. Product: [OH:72][C:53]12[C:64]3[C:69](=[CH:68][CH:67]=[CH:66][CH:65]=3)[C:70](=[O:71])[C:52]1([NH:51][C:3](=[O:5])[C:2](=[O:1])[C:6]1[CH:11]=[C:10]([O:12][CH3:13])[C:9]([O:14][CH3:15])=[C:8]([O:16][CH3:17])[CH:7]=1)[C:56]1[CH:57]=[CH:58][C:59]([CH:61]([CH3:63])[CH3:62])=[CH:60][C:55]=1[O:54]2. The catalyst class is: 34. (3) Reactant: [N+:1]([C:4]1[CH:9]=[CH:8][C:7]([C:10](=[O:14])[C:11]([OH:13])=O)=[CH:6][CH:5]=1)([O-:3])=[O:2].S(Cl)(Cl)=O.[NH2:19][C:20]1[CH:21]=[CH:22][C:23]2[C:28](=[O:29])[O:27][N:26]=[C:25]([CH3:30])[C:24]=2[CH:31]=1. Product: [N+:1]([C:4]1[CH:5]=[CH:6][C:7]([C:10](=[O:14])[C:11]([NH:19][C:20]2[CH:21]=[CH:22][C:23]3[C:28](=[O:29])[O:27][N:26]=[C:25]([CH3:30])[C:24]=3[CH:31]=2)=[O:13])=[CH:8][CH:9]=1)([O-:3])=[O:2]. The catalyst class is: 80. (4) Reactant: C(OC([NH:8][C@H:9]1[CH2:14][CH2:13][CH2:12][CH2:11][C@H:10]1[NH:15][C:16]1[N:21]=[C:20]([C:22]2[S:26][N:25]=[C:24]([CH3:27])[CH:23]=2)[C:19]2[C:28](=[O:38])[N:29](C(OC(C)(C)C)=O)[CH2:30][C:18]=2[C:17]=1[F:39])=O)(C)(C)C.Cl.O1CCOCC1. Product: [NH2:8][C@H:9]1[CH2:14][CH2:13][CH2:12][CH2:11][C@H:10]1[NH:15][C:16]1[N:21]=[C:20]([C:22]2[S:26][N:25]=[C:24]([CH3:27])[CH:23]=2)[C:19]2[C:28](=[O:38])[NH:29][CH2:30][C:18]=2[C:17]=1[F:39]. The catalyst class is: 5. (5) Product: [F:1][C:2]1[CH:7]=[C:6]([F:8])[CH:5]=[CH:4][C:3]=1[C@:9]12[CH2:18][O:17][C@@H:16]([CH2:19][O:20][CH3:21])[CH2:15][C@H:14]1[C@@H:13]([CH3:22])[S:12][C:11]([NH2:23])=[N:10]2. The catalyst class is: 4. Reactant: [F:1][C:2]1[CH:7]=[C:6]([F:8])[CH:5]=[CH:4][C:3]=1[C@:9]12[CH2:18][O:17][C@@H:16]([CH2:19][O:20][CH3:21])[CH2:15][C@H:14]1[C@@H:13]([CH3:22])[S:12][C:11]([NH:23]C(=O)C1C=CC=CC=1)=[N:10]2.FC1C=C(F)C=CC=1[C@]12CO[C@@H](CF)C[C@H]1[C@@H](C)SC(NC(=O)C1C=CC=CC=1)=N2.FC1C=C(F)C=CC=1[C@]12CO[C@@H](CF)C[C@H]1[C@@H](C)SC(N)=N2.CO. (6) Reactant: [F:1][C:2]1[CH:3]=[C:4]([C:10]2[C:14]([C:15]3[CH:20]=[CH:19][CH:18]=[CH:17][CH:16]=3)=[C:13]([C:21]3([CH2:24][OH:25])[CH2:23][CH2:22]3)[O:12][N:11]=2)[CH:5]=[CH:6][C:7]=1[O:8]C. Product: [F:1][C:2]1[CH:3]=[C:4]([C:10]2[C:14]([C:15]3[CH:20]=[CH:19][CH:18]=[CH:17][CH:16]=3)=[C:13]([C:21]3([CH2:24][OH:25])[CH2:22][CH2:23]3)[O:12][N:11]=2)[CH:5]=[CH:6][C:7]=1[OH:8]. The catalyst class is: 4. (7) Reactant: [N+:1]([C:4]1[CH:5]=[C:6]2[N:12]=[C:11]([CH:13]3[CH2:18][CH2:17][N:16]([C:19]([O:21][CH2:22][C:23]4[CH:28]=[CH:27][CH:26]=[CH:25][CH:24]=4)=[O:20])[CH2:15][CH2:14]3)[NH:10][C:7]2=[N:8][CH:9]=1)([O-])=O.O.O.[Sn](Cl)Cl. Product: [NH2:1][C:4]1[CH:5]=[C:6]2[N:12]=[C:11]([CH:13]3[CH2:18][CH2:17][N:16]([C:19]([O:21][CH2:22][C:23]4[CH:28]=[CH:27][CH:26]=[CH:25][CH:24]=4)=[O:20])[CH2:15][CH2:14]3)[NH:10][C:7]2=[N:8][CH:9]=1. The catalyst class is: 191.